Dataset: Reaction yield outcomes from USPTO patents with 853,638 reactions. Task: Predict the reaction yield, written as a fraction of the theoretical maximum amount of product (1.0 means a 100% yield; for example, 0.34 means a 34% yield). (1) The reactants are [NH2:1][C:2]1[CH:17]=[C:16]([C:18]([O:20][CH3:21])=[O:19])[CH:15]=[CH:14][C:3]=1[C:4]([NH:6][C:7]1[CH:12]=[CH:11][C:10]([Cl:13])=[CH:9][N:8]=1)=[O:5].C(OC([N:29]1[CH2:34][CH2:33][CH:32]([CH:35]=O)[CH2:31][CH2:30]1)=O)(C)(C)C.[B-][N+](C)(C)C. No catalyst specified. The product is [Cl:13][C:10]1[CH:11]=[CH:12][C:7]([NH:6][C:4](=[O:5])[C:3]2[CH:14]=[CH:15][C:16]([C:18]([O:20][CH3:21])=[O:19])=[CH:17][C:2]=2[NH:1][CH2:35][CH:32]2[CH2:33][CH2:34][NH:29][CH2:30][CH2:31]2)=[N:8][CH:9]=1. The yield is 0.840. (2) The reactants are [N:1]([C:4]1[CH:9]=[CH:8][N:7]=[CH:6][C:5]=1[S:10]([NH2:13])(=[O:12])=[O:11])=[N+]=[N-].[BH4-].[Na+]. The catalyst is CO. The product is [NH2:1][C:4]1[CH:9]=[CH:8][N:7]=[CH:6][C:5]=1[S:10]([NH2:13])(=[O:12])=[O:11]. The yield is 0.550. (3) The reactants are Cl[C:2]1[C:3]([C:8]([CH3:24])([CH3:23])[C:9]([NH:11][CH:12]2[CH2:14][CH:13]2[C:15]2[CH:20]=[CH:19][CH:18]=[C:17]([O:21][CH3:22])[CH:16]=2)=[O:10])=[N:4][CH:5]=[CH:6][N:7]=1.CC(C)([O-])C.[Na+].COC1C=C([C@H]2C[C@@H]2N2C3=NC=CN=C3C(C)(C)C2=O)C=CC=1. The catalyst is C1COCC1. The product is [CH3:22][O:21][C:17]1[CH:16]=[C:15]([C@@H:13]2[CH2:14][C@@H:12]2[N:11]2[C:2]3=[N:7][CH:6]=[CH:5][N:4]=[C:3]3[C:8]([CH3:24])([CH3:23])[C:9]2=[O:10])[CH:20]=[CH:19][CH:18]=1. The yield is 0.680. (4) The reactants are [N+:1]([C:4]1[CH:12]=[CH:11][CH:10]=[C:9]2[C:5]=1[CH:6]=[N:7][N:8]2[C:13]([O:15][C:16]([CH3:19])([CH3:18])[CH3:17])=[O:14])([O-])=O. The catalyst is CO.C(OCC)(=O)C.[Pd]. The product is [NH2:1][C:4]1[CH:12]=[CH:11][CH:10]=[C:9]2[C:5]=1[CH:6]=[N:7][N:8]2[C:13]([O:15][C:16]([CH3:19])([CH3:18])[CH3:17])=[O:14]. The yield is 0.840. (5) The reactants are [CH3:1][N:2]1[CH2:7][CH2:6][N:5]([C:8]2[CH:13]=[CH:12][C:11]([NH:14][C:15]3[N:16]=[CH:17][C:18]4[C:24](=[O:25])[C:23]([C:26]#[N:27])=[CH:22][N:21]([C:28]5[CH:33]=[CH:32][CH:31]=[CH:30][CH:29]=5)[C:19]=4[N:20]=3)=[CH:10][CH:9]=2)[CH2:4][CH2:3]1.[OH-:34].[K+].O. The catalyst is C(O)(C)(C)C. The product is [CH3:1][N:2]1[CH2:3][CH2:4][N:5]([C:8]2[CH:9]=[CH:10][C:11]([NH:14][C:15]3[N:16]=[CH:17][C:18]4[C:24](=[O:25])[C:23]([C:26]([NH2:27])=[O:34])=[CH:22][N:21]([C:28]5[CH:33]=[CH:32][CH:31]=[CH:30][CH:29]=5)[C:19]=4[N:20]=3)=[CH:12][CH:13]=2)[CH2:6][CH2:7]1. The yield is 0.790.